This data is from Forward reaction prediction with 1.9M reactions from USPTO patents (1976-2016). The task is: Predict the product of the given reaction. (1) Given the reactants [CH:1]1([NH:4][C:5](=[O:8])[CH2:6][SH:7])[CH2:3][CH2:2]1.C[O-].[Na+].Cl[C:13]1[N:20]=[C:19]([O:21][CH2:22][CH2:23][O:24][CH3:25])[C:18]([Cl:26])=[C:17]([CH3:27])[C:14]=1[C:15]#[N:16].ClC1C(Cl)=NC(OCCOC)=C(C=1C)C#N, predict the reaction product. The product is: [CH:1]1([NH:4][C:5]([C:6]2[S:7][C:13]3=[N:20][C:19]([O:21][CH2:22][CH2:23][O:24][CH3:25])=[C:18]([Cl:26])[C:17]([CH3:27])=[C:14]3[C:15]=2[NH2:16])=[O:8])[CH2:3][CH2:2]1. (2) Given the reactants [F:1][C:2]1[CH:10]=[C:9]2[C:5]([C:6]([C:20]3[CH:21]=[C:22]([NH2:27])[C:23]([NH2:26])=[CH:24][CH:25]=3)=[CH:7][N:8]2[S:11]([C:14]2[CH:19]=[CH:18][CH:17]=[CH:16][CH:15]=2)(=[O:13])=[O:12])=[CH:4][CH:3]=1.[CH3:28][S:29][CH2:30][CH2:31][C:32](O)=O.CN(C(ON1N=NC2C=CC=NC1=2)=[N+](C)C)C.F[P-](F)(F)(F)(F)F.CCN(CC)CC, predict the reaction product. The product is: [F:1][C:2]1[CH:10]=[C:9]2[C:5]([C:6]([C:20]3[CH:25]=[CH:24][C:23]4[NH:26][C:32]([CH2:31][CH2:30][S:29][CH3:28])=[N:27][C:22]=4[CH:21]=3)=[CH:7][N:8]2[S:11]([C:14]2[CH:15]=[CH:16][CH:17]=[CH:18][CH:19]=2)(=[O:13])=[O:12])=[CH:4][CH:3]=1. (3) Given the reactants [CH2:1]([O:3][C:4](=[O:19])[NH:5][C:6]1[CH:7]=[CH:8][C:9]2[C:15](=[O:16])[CH2:14][CH2:13][CH2:12][CH2:11][C:10]=2[C:17]=1[F:18])[CH3:2].[Li].CC(C)([O-])C.C(O[C@@H]([CH2:33][NH:34][C:35](=[O:37])[CH3:36])CCl)(=O)C, predict the reaction product. The product is: [F:18][C:17]1[C:10]2[CH2:11][CH2:12][CH2:13][CH2:14][C:15](=[O:16])[C:9]=2[CH:8]=[CH:7][C:6]=1[N:5]1[CH2:2][C@H:1]([CH2:33][NH:34][C:35](=[O:37])[CH3:36])[O:3][C:4]1=[O:19]. (4) Given the reactants Cl.[Cl:2][C:3]1[CH:8]=[CH:7][C:6]([S:9]([C:12]2([C:18]3[CH:23]=[C:22]([F:24])[CH:21]=[CH:20][C:19]=3[F:25])[CH2:17][CH2:16][NH:15][CH2:14][CH2:13]2)(=[O:11])=[O:10])=[CH:5][CH:4]=1.[CH3:26][N:27]([CH3:32])[CH2:28][C:29](O)=[O:30].CN1CCOCC1.Cl.C(N=C=NCCCN(C)C)C.C(=O)(O)[O-].[Na+], predict the reaction product. The product is: [Cl:2][C:3]1[CH:8]=[CH:7][C:6]([S:9]([C:12]2([C:18]3[CH:23]=[C:22]([F:24])[CH:21]=[CH:20][C:19]=3[F:25])[CH2:17][CH2:16][N:15]([C:29](=[O:30])[CH2:28][N:27]([CH3:32])[CH3:26])[CH2:14][CH2:13]2)(=[O:10])=[O:11])=[CH:5][CH:4]=1. (5) Given the reactants [C:1]([NH2:5])(=[O:4])[CH:2]=[CH2:3].[CH2:6]([NH2:13])[C:7]1[CH:12]=[CH:11][CH:10]=[CH:9][CH:8]=1, predict the reaction product. The product is: [CH2:6]([NH:13][CH2:3][CH2:2][C:1]([NH2:5])=[O:4])[C:7]1[CH:12]=[CH:11][CH:10]=[CH:9][CH:8]=1. (6) Given the reactants [NH:1]1[CH2:6][CH2:5][CH:4]=[CH:3][CH2:2]1.CN1CCOCC1.[O:14](C(OC(C)(C)C)=O)[C:15]([O:17][C:18]([CH3:21])([CH3:20])[CH3:19])=O, predict the reaction product. The product is: [C:15]([N:1]1[CH2:6][CH2:5][CH:4]=[CH:3][CH2:2]1)([O:17][C:18]([CH3:21])([CH3:20])[CH3:19])=[O:14]. (7) Given the reactants [CH2:1]([O:8][C:9]1[CH:14]=[C:13]([CH:15](Br)[CH:16]([Br:23])[C:17]2[CH:22]=[CH:21][CH:20]=[CH:19][CH:18]=2)[CH:12]=[CH:11][C:10]=1[N:25]1[S:29](=[O:31])(=[O:30])[NH:28][C:27](=[O:32])[CH2:26]1)[C:2]1[CH:7]=[CH:6][CH:5]=[CH:4][CH:3]=1.[CH3:33][O-:34].[Na+], predict the reaction product. The product is: [CH2:1]([O:8][C:9]1[CH:14]=[C:13]([CH:15]([O:34][CH3:33])[CH:16]([Br:23])[C:17]2[CH:22]=[CH:21][CH:20]=[CH:19][CH:18]=2)[CH:12]=[CH:11][C:10]=1[N:25]1[S:29](=[O:31])(=[O:30])[NH:28][C:27](=[O:32])[CH2:26]1)[C:2]1[CH:3]=[CH:4][CH:5]=[CH:6][CH:7]=1.